From a dataset of NCI-60 drug combinations with 297,098 pairs across 59 cell lines. Regression. Given two drug SMILES strings and cell line genomic features, predict the synergy score measuring deviation from expected non-interaction effect. (1) Drug 2: C1CCC(C(C1)N)N.C(=O)(C(=O)[O-])[O-].[Pt+4]. Drug 1: CCCCC(=O)OCC(=O)C1(CC(C2=C(C1)C(=C3C(=C2O)C(=O)C4=C(C3=O)C=CC=C4OC)O)OC5CC(C(C(O5)C)O)NC(=O)C(F)(F)F)O. Synergy scores: CSS=46.2, Synergy_ZIP=-6.26, Synergy_Bliss=-7.92, Synergy_Loewe=-12.5, Synergy_HSA=-4.30. Cell line: SNB-19. (2) Drug 1: CC1C(C(CC(O1)OC2CC(CC3=C2C(=C4C(=C3O)C(=O)C5=C(C4=O)C(=CC=C5)OC)O)(C(=O)C)O)N)O.Cl. Cell line: OVCAR-5. Drug 2: CC1=C(C(=CC=C1)Cl)NC(=O)C2=CN=C(S2)NC3=CC(=NC(=N3)C)N4CCN(CC4)CCO. Synergy scores: CSS=31.1, Synergy_ZIP=8.74, Synergy_Bliss=15.7, Synergy_Loewe=12.5, Synergy_HSA=13.1. (3) Drug 1: CC(C)(C#N)C1=CC(=CC(=C1)CN2C=NC=N2)C(C)(C)C#N. Drug 2: CC1=C(C(=O)C2=C(C1=O)N3CC4C(C3(C2COC(=O)N)OC)N4)N. Cell line: UO-31. Synergy scores: CSS=2.41, Synergy_ZIP=-0.282, Synergy_Bliss=3.07, Synergy_Loewe=-3.12, Synergy_HSA=-1.36. (4) Drug 1: CS(=O)(=O)C1=CC(=C(C=C1)C(=O)NC2=CC(=C(C=C2)Cl)C3=CC=CC=N3)Cl. Drug 2: CC1=C2C(C(=O)C3(C(CC4C(C3C(C(C2(C)C)(CC1OC(=O)C(C(C5=CC=CC=C5)NC(=O)C6=CC=CC=C6)O)O)OC(=O)C7=CC=CC=C7)(CO4)OC(=O)C)O)C)OC(=O)C. Cell line: SK-OV-3. Synergy scores: CSS=55.7, Synergy_ZIP=5.71, Synergy_Bliss=6.43, Synergy_Loewe=-44.6, Synergy_HSA=6.62. (5) Drug 1: C1CCC(C1)C(CC#N)N2C=C(C=N2)C3=C4C=CNC4=NC=N3. Drug 2: CC1=CC2C(CCC3(C2CCC3(C(=O)C)OC(=O)C)C)C4(C1=CC(=O)CC4)C. Cell line: U251. Synergy scores: CSS=6.34, Synergy_ZIP=-0.944, Synergy_Bliss=4.11, Synergy_Loewe=4.50, Synergy_HSA=4.64.